This data is from Forward reaction prediction with 1.9M reactions from USPTO patents (1976-2016). The task is: Predict the product of the given reaction. (1) Given the reactants [C:1]1([CH2:7][C:8]([C:10]2[CH:11]=[N:12][CH:13]=[CH:14][CH:15]=2)=O)[CH:6]=[CH:5][CH:4]=[CH:3][CH:2]=1.[CH2:16]([O:18][C:19]1[CH:20]=[C:21]([CH:24]=[C:25]([N+:28]([O-:30])=[O:29])[C:26]=1[OH:27])[CH:22]=O)[CH3:17].[NH2:31][C:32]([NH2:34])=[O:33].Cl, predict the reaction product. The product is: [CH2:16]([O:18][C:19]1[CH:20]=[C:21]([CH:22]2[C:7]([C:1]3[CH:6]=[CH:5][CH:4]=[CH:3][CH:2]=3)=[C:8]([C:10]3[CH:11]=[N:12][CH:13]=[CH:14][CH:15]=3)[NH:34][C:32](=[O:33])[NH:31]2)[CH:24]=[C:25]([N+:28]([O-:30])=[O:29])[C:26]=1[OH:27])[CH3:17]. (2) Given the reactants [CH3:1][C:2]1[O:3][C:4]2[C:9]([C:10](=[O:12])[CH:11]=1)=[CH:8][CH:7]=[CH:6][C:5]=2[CH:13]=O.[CH3:15][C:16](=O)[CH2:17][C:18](=[O:20])[CH3:19].[NH2:22][C:23]([CH3:33])=[CH:24][C:25]([O:27][CH2:28][C:29]([F:32])([F:31])[F:30])=[O:26].C(O)(=O)C, predict the reaction product. The product is: [C:18]([C:17]1[CH:13]([C:5]2[CH:6]=[CH:7][CH:8]=[C:9]3[C:4]=2[O:3][C:2]([CH3:1])=[CH:11][C:10]3=[O:12])[C:24]([C:25]([O:27][CH2:28][C:29]([F:30])([F:32])[F:31])=[O:26])=[C:23]([CH3:33])[NH:22][C:16]=1[CH3:15])(=[O:20])[CH3:19]. (3) Given the reactants [Br:1][C:2]1[CH:10]=[C:9]2[C:5]([CH:6]=[N:7][N:8]2[S:11]([C:14]2[CH:19]=[CH:18][CH:17]=[CH:16][CH:15]=2)(=[O:13])=[O:12])=[C:4]([C:20]2[O:21][C:22]([CH2:25]Cl)=[N:23][N:24]=2)[CH:3]=1.[CH3:27][C@H:28]1[O:33][C@@H:32]([CH3:34])[CH2:31][NH:30][CH2:29]1, predict the reaction product. The product is: [Br:1][C:2]1[CH:10]=[C:9]2[C:5]([CH:6]=[N:7][N:8]2[S:11]([C:14]2[CH:19]=[CH:18][CH:17]=[CH:16][CH:15]=2)(=[O:13])=[O:12])=[C:4]([C:20]2[O:21][C:22]([CH2:25][N:30]3[CH2:29][C@H:28]([CH3:27])[O:33][C@H:32]([CH3:34])[CH2:31]3)=[N:23][N:24]=2)[CH:3]=1. (4) Given the reactants [C:1]([O-])(=O)[CH3:2].[K+].Br[C:7]1[CH:8]=[C:9]2[C:14](=[CH:15][CH:16]=1)[N:13]=[C:12]([NH:17][C:18]([CH3:21])([CH3:20])[CH3:19])[C:11](/[CH:22]=[CH:23]/[C:24]1[CH:29]=[C:28]([C:30]([CH3:33])([CH3:32])[CH3:31])[N:27]=[CH:26][N:25]=1)=[CH:10]2, predict the reaction product. The product is: [C:18]([NH:17][C:12]1[C:11](/[CH:22]=[CH:23]/[C:24]2[CH:29]=[C:28]([C:30]([CH3:33])([CH3:32])[CH3:31])[N:27]=[CH:26][N:25]=2)=[CH:10][C:9]2[C:14](=[CH:15][CH:16]=[C:7]([C:9]3[CH:8]=[CH:7][CH:16]=[CH:15][C:1]=3[CH3:2])[CH:8]=2)[N:13]=1)([CH3:21])([CH3:20])[CH3:19]. (5) Given the reactants Cl[C:2]1[N:3]=[CH:4][C:5]2[S:10][CH:9]=[C:8]([C:11]3[CH:16]=[CH:15][CH:14]=[CH:13][C:12]=3[C:17]([F:20])([F:19])[F:18])[C:6]=2[N:7]=1.[CH2:21]([N:23]1[CH2:28][CH2:27][N:26]([C:29]2[N:34]=[CH:33][C:32]([NH2:35])=[CH:31][CH:30]=2)[CH2:25][CH2:24]1)[CH3:22], predict the reaction product. The product is: [CH2:21]([N:23]1[CH2:24][CH2:25][N:26]([C:29]2[N:34]=[CH:33][C:32]([NH:35][C:2]3[N:3]=[CH:4][C:5]4[S:10][CH:9]=[C:8]([C:11]5[CH:16]=[CH:15][CH:14]=[CH:13][C:12]=5[C:17]([F:20])([F:19])[F:18])[C:6]=4[N:7]=3)=[CH:31][CH:30]=2)[CH2:27][CH2:28]1)[CH3:22]. (6) Given the reactants Cl[C:2]1[N:3]=[N:4][C:5]([CH3:11])=[CH:6][C:7]=1[C:8]([OH:10])=[O:9].[OH-].[Na+], predict the reaction product. The product is: [CH3:11][C:5]1[N:4]=[N:3][CH:2]=[C:7]([C:8]([OH:10])=[O:9])[CH:6]=1. (7) Given the reactants [CH:1]1[C:10]2[C:5](=[CH:6][C:7]([C:11]([OH:13])=O)=[CH:8][CH:9]=2)[CH:4]=[CH:3][N:2]=1.CN(C(O[N:22]1[N:30]=NC2C=CC=N[C:23]1=2)=[N+](C)C)C.F[P-](F)(F)(F)(F)F.[C:38]([O:42][C:43](=[O:61])[NH:44][C@@H:45]([CH2:50][C:51]1[CH:56]=[CH:55][C:54]([C:57]([F:60])([F:59])[F:58])=[CH:53][CH:52]=1)[CH2:46][CH2:47]NN)([CH3:41])([CH3:40])[CH3:39].CN(C=[O:66])C, predict the reaction product. The product is: [C:38]([O:42][C:43](=[O:61])[NH:44][C@@H:45]([CH2:50][C:51]1[CH:56]=[CH:55][C:54]([C:57]([F:59])([F:58])[F:60])=[CH:53][CH:52]=1)[CH2:46][CH2:47][C:23]([NH:22][NH:30][C:11]([C:7]1[CH:6]=[C:5]2[C:10](=[CH:9][CH:8]=1)[CH:1]=[N:2][CH:3]=[CH:4]2)=[O:13])=[O:66])([CH3:40])([CH3:39])[CH3:41]. (8) Given the reactants [Cl:1][C:2]1[CH:21]=[C:20]([C:22]2[C:30]3[C:25](=[CH:26][CH:27]=[C:28]([NH:31][C:32](=[O:44])[CH:33]([N:39]4[CH2:43][CH2:42][CH2:41][CH2:40]4)[C:34]4[CH:38]=[CH:37][S:36][CH:35]=4)[CH:29]=3)[NH:24][N:23]=2)[CH:19]=[CH:18][C:3]=1[O:4][CH:5]1[CH2:10][CH2:9][N:8](C(OC(C)(C)C)=O)[CH2:7][CH2:6]1.C(O)(C(F)(F)F)=O, predict the reaction product. The product is: [Cl:1][C:2]1[CH:21]=[C:20]([C:22]2[C:30]3[C:25](=[CH:26][CH:27]=[C:28]([NH:31][C:32](=[O:44])[CH:33]([N:39]4[CH2:40][CH2:41][CH2:42][CH2:43]4)[C:34]4[CH:38]=[CH:37][S:36][CH:35]=4)[CH:29]=3)[NH:24][N:23]=2)[CH:19]=[CH:18][C:3]=1[O:4][CH:5]1[CH2:6][CH2:7][NH:8][CH2:9][CH2:10]1.